This data is from Reaction yield outcomes from USPTO patents with 853,638 reactions. The task is: Predict the reaction yield, written as a fraction of the theoretical maximum amount of product (1.0 means a 100% yield; for example, 0.34 means a 34% yield). The reactants are [C:1]([C:3]1[CH:4]=[C:5]([C:13]2[N:14]=[C:15]([CH2:18][N:19]3[CH:23]=[C:22]([C:24]([O:26][CH2:27][CH3:28])=[O:25])[CH:21]=[N:20]3)[S:16][CH:17]=2)[CH:6]=[C:7]([C:9]([F:12])([F:11])[F:10])[CH:8]=1)#[CH:2].[CH3:29][C:30]([C:32]1[CH:37]=[CH:36][C:35](Br)=[CH:34][CH:33]=1)=[O:31].C(N(CC)CC)C. The catalyst is CN(C)C=O.C1C=CC([P]([Pd]([P](C2C=CC=CC=2)(C2C=CC=CC=2)C2C=CC=CC=2)([P](C2C=CC=CC=2)(C2C=CC=CC=2)C2C=CC=CC=2)[P](C2C=CC=CC=2)(C2C=CC=CC=2)C2C=CC=CC=2)(C2C=CC=CC=2)C2C=CC=CC=2)=CC=1. The product is [C:30]([C:32]1[CH:37]=[CH:36][C:35]([C:2]#[C:1][C:3]2[CH:4]=[C:5]([C:13]3[N:14]=[C:15]([CH2:18][N:19]4[CH:23]=[C:22]([C:24]([O:26][CH2:27][CH3:28])=[O:25])[CH:21]=[N:20]4)[S:16][CH:17]=3)[CH:6]=[C:7]([C:9]([F:11])([F:12])[F:10])[CH:8]=2)=[CH:34][CH:33]=1)(=[O:31])[CH3:29]. The yield is 0.380.